From a dataset of Human Reference Interactome with 51,813 positive PPI pairs across 8,248 proteins, plus equal number of experimentally-validated negative pairs. Binary Classification. Given two protein amino acid sequences, predict whether they physically interact or not. (1) Protein 1 (ENSG00000179085) has sequence MLSVGGLRLSLVRFSFLLLRGALLPSLAVTMTKLAQWLWGLAILGSTWVALTTGALGLELPLSCQEVLWPLPAYLLVSAGCYALGTVGYRVATFHDCEDAARELQSQIQEARADLARRGLRF*MTKLAQWLWGLAILGSTWVALTTGALGLELPLSCQEVLWPLPAYLLVSAGCYALGTVGYRVATFHDCEDAARELQSQIQEARADLARRGLRF*. Protein 2 (ENSG00000184056) has sequence MAFPHRPDAPELPDFSMLKRLARDQLIYLLEQLPGKKDLFIEADLMSPLDRIANVSILKQHEVDKLYKVENKPALSSNEQLCFLVRPRIKNMRYIASLVNADKLAGRTRKYKVIFSPQKFYACEMVLEEEGIYGDVSCDEWAFSLLPLDVDLLSMELPEFFRDYFLEGDQRWINTVAQALHLLSTLYGPFPNCYGIGRCAKMAYELWRNLEEEEDGETKGRRPEIGHIFLLDRDVDFVTALCSQVVYEGLVDDTFRIKCGSVDFGPEVTSSDKSLKVLLNAEDKVFNEIRNEHFSNVFGF.... Result: 0 (the proteins do not interact). (2) Protein 1 (ENSG00000187556) has sequence MGTFDLWTDYLGLAHLVRALSGKEGPETRLSPQPEPEPMLEPVSALEPMPAPESVPVPGPKDQKRSLESSPAPERLCSFCKHNGESRAIYQSHVLKDEAGRVLCPILRDYVCPQCGATRERAHTRRFCPLTGQGYTSVYSHTTRNSAGKKLVRPDKAKTQDTGHRRGGGGGAGFRGAGKSEPSPSCSPSMST*MGTFDLWTDYLGLAHLVRALSGKEGPETRLSPQPEPEPMLEPDQKRSLESSPAPERLCSFCKHNGESRAIYQSHVLKDEAGRVLCPILRDYVCPQCGATRERAHTRR.... Protein 2 (ENSG00000109133) has sequence MADTTPNGPQGAGAVQFMMTNKLDTAMWLSRLFTVYCSALFVLPLLGEYLPSLVILFASCCHIYEKGP*MADTTPNGPQGAGAVQFMMTNKLDTAMWLSRLFTVYCSALFVLPLLGLHEAASFYQRALLANALTSALRLHQRLPHFQLSRAFLAQALLEDSCHYLLYSLIFVNSYPVTMSIFPVLLFSLLHAATYTKKVLDARGSNSLPLLRSVLDKLSANQQNILKFIACNEIFLMPATVFMLFSGQGSLLQPFIYYRFLTLRYSSRRNPYCRTLFNELRIVVEHIIMKPACPLFVRRL.... Result: 0 (the proteins do not interact). (3) Protein 1 (ENSG00000013275) has sequence MEEIGILVEKAQDEIPALSVSRPQTGLSFLGPEPEDLEDLYSRYKKLQQELEFLEVQEEYIKDEQKNLKKEFLHAQEEVKRIQSIPLVIGQFLEAVDQNTAIVGSTTGSNYYVRILSTIDRELLKPNASVALHKHSNALVDVLPPEADSSIMMLTSDQKPDVMYADIGGMDIQKQEVREAVELPLTHFELYKQIGIDPPRGVLMYGPPGCGKTMLAKAVAHHTTAAFIRVVGSEFVQKYLGEGPRMVRDVFRLAKENAPAIIFIDEIDAIATKRFDAQTGADREVQRILLELLNQMDGFD.... Protein 2 (ENSG00000101843) has sequence MEGCVSNLMVCNLAYSGKLEELKESILADKSLATRTDQDSRTALHWACSAGHTEIVEFLLQLGVPVNDKDDAGWSPLHIAASAGRDEIVKALLGKGAQVNAVNQNGCTPLHYAASKNRHEIAVMLLEGGANPDAKDHYEATAMHRAAAKGNLKMIHILLYYKASTNIQDTEGNTPLHLACDEERVEEAKLLVSQGASIYIENKEEKTPLQVAKGGLGLILKRMVEG*MEGCVSNLMVCNLAYSGKLEELKESILADKSLATRTDQDSRTALHWACSAGHTEIVEFLLQLGVPVNDKDDAA.... Result: 1 (the proteins interact). (4) Protein 1 (ENSG00000105677) has sequence MTLFHFGNCFALAYFPYFITYKCSGLSEYNAFWKCVQAGVTYLFVQLCKMLFLATFFPTWEGGIYDFIGEFMKASVDVADLIGLNLVMSRNAGKGEYKIMVAALGWATAELIMSRCIPLWVGARGIEFDWKYIQMSIDSNISLVHYIVASAQVWMITRYDLYHTFRPAVLLLMFLSVYKAFVMETFVHLCSLGSWAALLARAVVTGLLALSTLALYVAVVNVHS*MLFLATFFPTWEGGIYDFIGEFMKASVDVADLIGLNLVMSRNAGKGEYKIMVAALGWATAELIMSRCIPLWVGAR.... Protein 2 (ENSG00000243364) has sequence MRLLPLLRTVLWAAFLGSPLRGGSSLRHVVYWNSSNPRLLRGDAVVELGLNDYLDIVCPHYEGPGPPEGPETFALYMVDWPGYESCQAEGPRAYKRWVCSLPFGHVQFSEKIQRFTPFSLGFEFLPGETYYYISVPTPESSGQCLRLQVSVCCKERKSESAHPVGSPGESGTSGWRGGDTPSPLCLLLLLLLLILRLLRIL*MRLLPLLRTVLWAAFLGSPLRGGSSLRHVVYWNSSNPRLLRGDAVVELGLNDYLDIVCPHYEGPGPPEGPETFALYMVDWPGYESCQAEGPRAYKRWV.... Result: 1 (the proteins interact). (5) Protein 1 (ENSG00000072042) has sequence MVELMFPLLLLLLPFLLYMAAPQIRKMLSSGVCTSTVQLPGKVVVVTGANTGIGKETAKELAQRGARVYLACRDVEKGELVAKEIQTTTGNQQVLVRKLDLSDTKSIRAFAKGFLAEEKHLHVLINNAGVMMCPYSKTADGFEMHIGVNHLGHFLLTHLLLEKLKESAPSRIVNVSSLAHHLGRIHFHNLQGEKFYNAGLAYCHSKLANILFTQELARRLKGSGVTTYSVHPGTVQSELVRHSSFMRWMWWLFSFFIKTPQQGAQTSLHCALTEGLEILSGNHFSDCHVAWVSAQARNET.... Protein 2 (ENSG00000035664) has sequence MFQASMRSPNMEPFKQQKVEDFYDIGEELGSGQFAIVKKCREKSTGLEYAAKFIKKRQSRASRRGVSREEIEREVSILRQVLHHNVITLHDVYENRTDVVLILELVSGGELFDFLAQKESLSEEEATSFIKQILDGVNYLHTKKIAHFDLKPENIMLLDKNIPIPHIKLIDFGLAHEIEDGVEFKNIFGTPEFVAPEIVNYEPLGLEADMWSIGVITYILLSGASPFLGDTKQETLANITAVSYDFDEEFFSQTSELAKDFIRKLLVKETRKRLTIQEALRHPWITPVDNQQAMVRRESV.... Result: 0 (the proteins do not interact). (6) Protein 1 (ENSG00000174871) has sequence MAFTFAAFCYMLTLVLCASLIFFVIWHIIAFDELRTDFKNPIDQGNPARARERLKNIERICCLLRKLVVPEYSIHGLFCLMFLCAAEWVTLGLNIPLLFYHLWRYFHRPADGSEVMYDAVSIMNADILNYCQKESWCKLAFYLLSFFYYLYSMVYTLVSF*MAFTFAAFCYMLTLVLCASLIFFVIWHIIAFDELRTDFKNPIDQGNPARAVSDTCAVPSASV*MAFTFAAFCYMLTLVLCASLIFFVIWHIIAFDELRTDFKNPIDQGNPARARERLKNIERICCLLRKLVVPEYSIHG.... Protein 2 (ENSG00000230601) has sequence MAAHQNLILKIFCLCCRDCQEPYAINDSKVPSQTQEHKPSTQNLLLQKDELDRQNPKRINAVSHLPSRTPLIQTKKSTSSSSSEFEDLNAYASQRNFYKRNLNRYCQEHWPFQPCLTGRP*MGTVRSPMPSMTPRFPVKPRSTSHRPKICCFRRMSLTDKIPSALTQSPICLREHP*. Result: 0 (the proteins do not interact). (7) Result: 1 (the proteins interact). Protein 2 (ENSG00000108946) has sequence MESGSTAASEEARSLRECELYVQKHNIQALLKDSIVQLCTARPERPMAFLREYFERLEKEEAKQIQNLQKAGTRTDSREDEISPPPPNPVVKGRRRRGAISAEVYTEEDAASYVRKVIPKDYKTMAALAKAIEKNVLFSHLDDNERSDIFDAMFSVSFIAGETVIQQGDEGDNFYVIDQGETDVYVNNEWATSVGEGGSFGELALIYGTPRAATVKAKTNVKLWGIDRDSYRRILMGSTLRKRKMYEEFLSKVSILESLDKWERLTVADALEPVQFEDGQKIVVQGEPGDEFFIILEGSA.... Protein 1 (ENSG00000072062) has sequence MGNAAAAKKGSEQESVKEFLAKAKEDFLKKWESPAQNTAHLDQFERIKTLGTGSFGRVMLVKHKETGNHYAMKILDKQKVVKLKQIEHTLNEKRILQAVNFPFLVKLEFSFKDNSNLYMVMEYVPGGEMFSHLRRIGRFSEPHARFYAAQIVLTFEYLHSLDLIYRDLKPENLLIDQQGYIQVTDFGFAKRVKGRTWTLCGTPEYLAPEIILSKGYNKAVDWWALGVLIYEMAAGYPPFFADQPIQIYEKIVSGKVRFPSHFSSDLKDLLRNLLQVDLTKRFGNLKNGVNDIKNHKWFAT.... (8) Protein 1 (ENSG00000175311) has sequence MSTRYHQAASDSYLELLKEATKRDLNLSDEDGMTPTLLAAYHGNLEALEIICSRGGDPDRCDIWGNTPLHFAASNGHAHCVSFLVNFGANIFALDNDLQTPLDAAASREQNECVALLDKAATAQNIMNPKKVTRLKEQAQKNARRQIKECERLQEKHQNKMAHTYSKEESGTLSSSKGTFSRSSPSNASAPGTFGSLSKGIKDTFKIKFKKNKDTAEQVGKEGRSGQRNVMEVFREEEEDSFSGDFKEKLQLSAEEDGSVHHESILNRPGLGSIVFRRNRISSPEDISDSKREFGFKLPS.... Protein 2 (ENSG00000176273) has sequence MRPQDSTGVAELQEPGLPLTDDAPPGATEEPAAAEAAGAPDRGRCWLCLSSPCCSRTEPAKKKAPCPGLGLFYTLLSAFLFSVGSLFVKKVQDVHAVEISAFRCVFQMLVVIPCLIYRKTGFIGPKGQRIFLILRGVLGSTAMMLIYYAYQTMSLADATVITFSSPVFTSIFAWICLKEKYSPWDALFTVFTITGVILIVRPPFLFGSDTSGMEESYSGHLKGTFAAIGSAVFAASTLVILRKMGKSVDYFLSIWYYVVLGLVESVIILSVLGEWSLPYCGLDRLFLIFIGLFGLGGQIF.... Result: 0 (the proteins do not interact).